This data is from Forward reaction prediction with 1.9M reactions from USPTO patents (1976-2016). The task is: Predict the product of the given reaction. (1) Given the reactants [F:1][C:2]1[CH:7]=[C:6]([O:8][CH3:9])[CH:5]=[CH:4][C:3]=1[C:10](=[O:12])[CH3:11].[CH3:13][Mg]Br, predict the reaction product. The product is: [F:1][C:2]1[CH:7]=[C:6]([O:8][CH3:9])[CH:5]=[CH:4][C:3]=1[C:10]([OH:12])([CH3:13])[CH3:11]. (2) Given the reactants [CH3:1][N:2]([CH3:21])[CH2:3][C:4]([N:6]1[C:14]2[C:9](=[CH:10][C:11]([O:18][CH3:19])=[C:12]([N+:15]([O-])=O)[CH:13]=2)[CH2:8][C@@H:7]1[CH3:20])=[O:5], predict the reaction product. The product is: [CH3:21][N:2]([CH2:3][C:4]([N:6]1[C:14]2[C:9](=[CH:10][C:11]([O:18][CH3:19])=[C:12]([NH2:15])[CH:13]=2)[CH2:8][C@@H:7]1[CH3:20])=[O:5])[CH3:1]. (3) The product is: [NH2:26][C:23]1[CH:24]=[CH:25][C:19]([O:18][CH3:17])=[C:20]([NH:21][C:14]2[CH:15]=[C:10]([NH:9][C:4]3[CH:5]=[CH:6][C:7]([F:8])=[C:2]([Cl:1])[CH:3]=3)[N:11]=[CH:12][N:13]=2)[CH:22]=1. Given the reactants [Cl:1][C:2]1[CH:3]=[C:4]([NH:9][C:10]2[CH:15]=[C:14](Cl)[N:13]=[CH:12][N:11]=2)[CH:5]=[CH:6][C:7]=1[F:8].[CH3:17][O:18][C:19]1[CH:25]=[CH:24][C:23]([N+:26]([O-])=O)=[CH:22][C:20]=1[NH2:21], predict the reaction product. (4) The product is: [C:1]1([C:7]2[CH:8]=[CH:9][C:10]([C:19](=[O:21])[CH3:24])=[N:11][C:12]=2[C:13]2[CH:18]=[CH:17][CH:16]=[CH:15][CH:14]=2)[CH:2]=[CH:3][CH:4]=[CH:5][CH:6]=1. Given the reactants [C:1]1([C:7]2[CH:8]=[CH:9][C:10]([C:19]([O:21]CC)=O)=[N:11][C:12]=2[C:13]2[CH:18]=[CH:17][CH:16]=[CH:15][CH:14]=2)[CH:6]=[CH:5][CH:4]=[CH:3][CH:2]=1.[CH3:24]NCCNC.C[Al](C)C, predict the reaction product. (5) Given the reactants P(Br)(Br)[Br:2].CN(C=O)C.[N+:10]([C:13]1[CH:41]=[CH:40][C:16]([CH2:17][O:18][C:19](=[O:39])[NH:20][CH2:21][CH2:22][NH:23][C:24]([C:26]2[CH:31]=[C:30]([C:32]3[O:33][CH:34]=[CH:35][CH:36]=3)[CH:29]=[C:28]([CH2:37]O)[N:27]=2)=[O:25])=[CH:15][CH:14]=1)([O-:12])=[O:11].C([O-])(O)=O.[Na+], predict the reaction product. The product is: [N+:10]([C:13]1[CH:41]=[CH:40][C:16]([CH2:17][O:18][C:19](=[O:39])[NH:20][CH2:21][CH2:22][NH:23][C:24]([C:26]2[CH:31]=[C:30]([C:32]3[O:33][CH:34]=[CH:35][CH:36]=3)[CH:29]=[C:28]([CH2:37][Br:2])[N:27]=2)=[O:25])=[CH:15][CH:14]=1)([O-:12])=[O:11]. (6) Given the reactants [C:1]([O:7][CH2:8][C@@H:9]([O:36][C:37]([CH3:40])([CH3:39])[CH3:38])[C:10]1[C:11]([C:29]2[CH:34]=[CH:33][C:32]([Cl:35])=[CH:31][CH:30]=2)=[C:12]2[C:17](=[CH:18][C:19]=1[CH3:20])[N:16]=[C:15](OS(C(F)(F)F)(=O)=O)[CH:14]=[CH:13]2)(=[O:6])[C:2]([CH3:5])([CH3:4])[CH3:3].[NH:41]1[CH:45]=[CH:44][N:43]=[CH:42]1, predict the reaction product. The product is: [C:1]([O:7][CH2:8][C@@H:9]([O:36][C:37]([CH3:38])([CH3:40])[CH3:39])[C:10]1[C:11]([C:29]2[CH:34]=[CH:33][C:32]([Cl:35])=[CH:31][CH:30]=2)=[C:12]2[C:17](=[CH:18][C:19]=1[CH3:20])[N:16]=[C:15]([N:41]1[CH:45]=[CH:44][N:43]=[CH:42]1)[CH:14]=[CH:13]2)(=[O:6])[C:2]([CH3:4])([CH3:5])[CH3:3]. (7) Given the reactants [Cl:1][C:2]1[CH:3]=[CH:4][C:5]([C:30]#[N:31])=[C:6]([C:8]2[C:13]([O:14][CH3:15])=[CH:12][N:11]([CH:16]([CH2:20][C:21]3([C:25]([F:28])([F:27])[F:26])[CH2:24][CH2:23][CH2:22]3)[C:17](O)=[O:18])[C:10](=[O:29])[CH:9]=2)[CH:7]=1.[NH2:32][C:33]1[CH:45]=[CH:44][C:36]([C:37]([O:39][C:40]([CH3:43])([CH3:42])[CH3:41])=[O:38])=[CH:35][CH:34]=1, predict the reaction product. The product is: [Cl:1][C:2]1[CH:3]=[CH:4][C:5]([C:30]#[N:31])=[C:6]([C:8]2[C:13]([O:14][CH3:15])=[CH:12][N:11]([CH:16]([CH2:20][C:21]3([C:25]([F:27])([F:28])[F:26])[CH2:24][CH2:23][CH2:22]3)[C:17]([NH:32][C:33]3[CH:45]=[CH:44][C:36]([C:37]([O:39][C:40]([CH3:41])([CH3:42])[CH3:43])=[O:38])=[CH:35][CH:34]=3)=[O:18])[C:10](=[O:29])[CH:9]=2)[CH:7]=1. (8) Given the reactants [NH2:1][C:2]12[C:20](=[O:21])[C:19]3[C:14](=[C:15]([N+]([O-])=O)[CH:16]=[CH:17][CH:18]=3)[C:3]1([OH:25])[O:4][C:5]1[CH:10]=[C:9]([CH:11]([CH3:13])[CH3:12])[CH:8]=[CH:7][C:6]=12.[Br:26][CH2:27][C:28](=[O:32])[C:29](O)=[O:30].P(Cl)(Cl)(Cl)=O, predict the reaction product. The product is: [Br:26][CH2:27][C:28](=[O:32])[C:29]([NH:1][C:2]12[C:20](=[O:21])[C:19]3[C:14](=[CH:15][CH:16]=[CH:17][CH:18]=3)[C:3]1([OH:25])[O:4][C:5]1[CH:10]=[C:9]([CH:11]([CH3:12])[CH3:13])[CH:8]=[CH:7][C:6]=12)=[O:30]. (9) Given the reactants C1C=CC(P(C2C=CC=CC=2)C2C=CC=CC=2)=CC=1.C[CH:21]([O:23]C(/N=N/C(OC(C)C)=O)=O)C.Br[C:35]1[C:40]([CH:41](O)[CH3:42])=[CH:39][CH:38]=[CH:37][N:36]=1.[C:44]1([CH3:62])[CH:49]=[CH:48][C:47]([O:50][C:51]2[CH:56]=[CH:55][C:54]([NH:57][S:58]([CH3:61])(=[O:60])=[O:59])=[CH:53][CH:52]=2)=[CH:46][CH:45]=1, predict the reaction product. The product is: [CH3:21][O:23][C:35]1[C:40]([CH:41]([N:57]([C:54]2[CH:55]=[CH:56][C:51]([O:50][C:47]3[CH:46]=[CH:45][C:44]([CH3:62])=[CH:49][CH:48]=3)=[CH:52][CH:53]=2)[S:58]([CH3:61])(=[O:60])=[O:59])[CH3:42])=[CH:39][CH:38]=[CH:37][N:36]=1. (10) Given the reactants [F:1][C:2]1[CH:3]=[C:4]2[N:10]=[CH:9][NH:8][C:5]2=[N:6][CH:7]=1.[H-].[Na+].Cl[CH2:14][C:15]1[CH:25]=[CH:24][C:18]2[N:19]=[C:20]([S:22][CH3:23])[O:21][C:17]=2[CH:16]=1.O, predict the reaction product. The product is: [F:1][C:2]1[CH:3]=[C:4]2[N:10]=[CH:9][N:8]([CH2:14][C:15]3[CH:25]=[CH:24][C:18]4[N:19]=[C:20]([S:22][CH3:23])[O:21][C:17]=4[CH:16]=3)[C:5]2=[N:6][CH:7]=1.